Predict the reactants needed to synthesize the given product. From a dataset of Full USPTO retrosynthesis dataset with 1.9M reactions from patents (1976-2016). Given the product [CH:21]([C:23]1[CH:28]=[CH:27][C:26]([C:2]2[CH:20]=[CH:19][CH:18]=[C:4]([CH2:5][N:6]([CH2:15][CH2:16][CH3:17])[C:7](=[O:14])[C:8]3[CH:13]=[CH:12][CH:11]=[CH:10][CH:9]=3)[CH:3]=2)=[CH:25][CH:24]=1)=[O:22], predict the reactants needed to synthesize it. The reactants are: Br[C:2]1[CH:3]=[C:4]([CH:18]=[CH:19][CH:20]=1)[CH2:5][N:6]([CH2:15][CH2:16][CH3:17])[C:7](=[O:14])[C:8]1[CH:13]=[CH:12][CH:11]=[CH:10][CH:9]=1.[CH:21]([C:23]1[CH:28]=[CH:27][C:26](B(O)O)=[CH:25][CH:24]=1)=[O:22].